Dataset: Reaction yield outcomes from USPTO patents with 853,638 reactions. Task: Predict the reaction yield, written as a fraction of the theoretical maximum amount of product (1.0 means a 100% yield; for example, 0.34 means a 34% yield). (1) The reactants are [N+:1]([C:4]1[CH:25]=[CH:24][C:7]([O:8][C:9]2[N:14]=[CH:13][N:12]=[C:11]([NH:15][C:16]3[CH:21]=[CH:20][C:19]([S:22][CH3:23])=[CH:18][CH:17]=3)[CH:10]=2)=[CH:6][CH:5]=1)([O-])=O.[Cl-].[NH4+].C(O)C.O. The catalyst is C(OCC)(=O)C.CCCCCC.[Fe]. The product is [NH2:1][C:4]1[CH:25]=[CH:24][C:7]([O:8][C:9]2[N:14]=[CH:13][N:12]=[C:11]([NH:15][C:16]3[CH:21]=[CH:20][C:19]([S:22][CH3:23])=[CH:18][CH:17]=3)[CH:10]=2)=[CH:6][CH:5]=1. The yield is 0.690. (2) The catalyst is CN(C=O)C.CCOCC. The reactants are [CH3:1][S:2]([C:5]1[CH:6]=[C:7]2[C:11](=[CH:12][CH:13]=1)[NH:10][CH:9]=[CH:8]2)(=[O:4])=[O:3].CC(C)([O-])C.[K+].[NH2:20]Cl. The product is [CH3:1][S:2]([C:5]1[CH:6]=[C:7]2[C:11](=[CH:12][CH:13]=1)[N:10]([NH2:20])[CH:9]=[CH:8]2)(=[O:4])=[O:3]. The yield is 0.320. (3) The reactants are Br[C:2]1[C:10]2[O:9][CH:8]([CH3:11])[CH2:7][C:6]=2[C:5]2[C:12]([C:22]([NH:24][CH3:25])=[O:23])=[C:13]([C:15]3[CH:20]=[CH:19][C:18]([F:21])=[CH:17][CH:16]=3)[O:14][C:4]=2[CH:3]=1.[C:26]([O:30][C:31]([N:33]1[CH:37]=[CH:36][CH:35]=[C:34]1B(O)O)=[O:32])([CH3:29])([CH3:28])[CH3:27].C([O-])([O-])=O.[Na+].[Na+]. The catalyst is O.C1(C)C=CC=CC=1.C(O)C.C1C=CC([P]([Pd]([P](C2C=CC=CC=2)(C2C=CC=CC=2)C2C=CC=CC=2)([P](C2C=CC=CC=2)(C2C=CC=CC=2)C2C=CC=CC=2)[P](C2C=CC=CC=2)(C2C=CC=CC=2)C2C=CC=CC=2)(C2C=CC=CC=2)C2C=CC=CC=2)=CC=1. The product is [F:21][C:18]1[CH:19]=[CH:20][C:15]([C:13]2[O:14][C:4]3[CH:3]=[C:2]([C:34]4[N:33]([C:31]([O:30][C:26]([CH3:29])([CH3:28])[CH3:27])=[O:32])[CH:37]=[CH:36][CH:35]=4)[C:10]4[O:9][CH:8]([CH3:11])[CH2:7][C:6]=4[C:5]=3[C:12]=2[C:22]([NH:24][CH3:25])=[O:23])=[CH:16][CH:17]=1. The yield is 0.440. (4) The reactants are [C:1]([O:5][C:6](=[O:30])[NH:7][CH2:8][C@@H:9]1[CH2:11][C@H:10]1[C:12]1[CH:17]=[C:16]([O:18]C(=O)C(C)(C)C)[CH:15]=[CH:14][C:13]=1[O:25][CH2:26][CH:27]1[CH2:29][CH2:28]1)([CH3:4])([CH3:3])[CH3:2].CC([O-])(C)C.[Na+]. The catalyst is CO. The product is [C:1]([O:5][C:6](=[O:30])[NH:7][CH2:8][C@@H:9]1[CH2:11][C@H:10]1[C:12]1[CH:17]=[C:16]([OH:18])[CH:15]=[CH:14][C:13]=1[O:25][CH2:26][CH:27]1[CH2:29][CH2:28]1)([CH3:4])([CH3:2])[CH3:3]. The yield is 0.940. (5) The reactants are [C:1]([CH2:3][C:4]([O:6][C:7]([CH3:10])([CH3:9])[CH3:8])=[O:5])#[N:2].[OH:11][NH2:12]. The catalyst is C(O)C.C(OCC)(=O)C. The product is [NH2:2][C:1](=[N:12][OH:11])[CH2:3][C:4]([O:6][C:7]([CH3:10])([CH3:9])[CH3:8])=[O:5]. The yield is 0.670. (6) The reactants are [O:1]1[CH:5]=[CH:4][C:3]([O:6][CH2:7][C@@H:8]2[O:12][C:11](=[O:13])[N:10]([C:14]3[CH:19]=[CH:18][C:17]([C:20]4[CH2:25][CH2:24][N:23]([C:26](=[O:33])[CH2:27][CH:28]([C:30]([OH:32])=O)[OH:29])[CH2:22][CH:21]=4)=[C:16]([F:34])[CH:15]=3)[CH2:9]2)=[N:2]1.C1C=CC2N(O)N=[N:41][C:39]=2C=1.C(Cl)CCl.CN. The catalyst is ClCCl. The product is [O:1]1[CH:5]=[CH:4][C:3]([O:6][CH2:7][C@@H:8]2[O:12][C:11](=[O:13])[N:10]([C:14]3[CH:19]=[CH:18][C:17]([C:20]4[CH2:25][CH2:24][N:23]([C:26](=[O:33])[CH2:27][CH:28]([OH:29])[C:30]([NH:41][CH3:39])=[O:32])[CH2:22][CH:21]=4)=[C:16]([F:34])[CH:15]=3)[CH2:9]2)=[N:2]1. The yield is 0.140. (7) The reactants are [F:1][C:2]1[CH:3]=[CH:4][C:5]([N+:9]([O-:11])=[O:10])=[C:6]([CH3:8])[CH:7]=1.[Br:12]N1C(C)(C)C(=O)N(Br)C1=O.N(C1(C#N)CCCCC1)=NC1(C#N)CCCCC1.C(O)(=O)C. The catalyst is C1(Cl)C=CC=CC=1. The product is [Br:12][CH2:8][C:6]1[CH:7]=[C:2]([F:1])[CH:3]=[CH:4][C:5]=1[N+:9]([O-:11])=[O:10]. The yield is 0.270. (8) The reactants are Br[CH2:2][C:3]([C:5]1[CH:10]=[C:9]([Cl:11])[CH:8]=[CH:7][C:6]=1[Cl:12])=O.[NH:13]([C:15](=[S:17])[NH2:16])[NH2:14]. The catalyst is CCO. The product is [Cl:12][C:6]1[CH:7]=[CH:8][C:9]([Cl:11])=[CH:10][C:5]=1[C:3]1[N:16]=[C:15]([NH:13][NH2:14])[S:17][CH:2]=1. The yield is 0.980. (9) The reactants are [OH:1][CH2:2][C:3]([CH3:9])([CH3:8])[C:4](OC)=[O:5].[Cl:10][C:11]1[CH:18]=[CH:17][CH:16]=[CH:15][C:12]=1[CH2:13][NH2:14].C[Al](C)C. The catalyst is C1(C)C=CC=CC=1. The product is [Cl:10][C:11]1[CH:18]=[CH:17][CH:16]=[CH:15][C:12]=1[CH2:13][NH:14][C:4](=[O:5])[C:3]([CH3:9])([CH3:8])[CH2:2][OH:1]. The yield is 0.850.